Dataset: Reaction yield outcomes from USPTO patents with 853,638 reactions. Task: Predict the reaction yield, written as a fraction of the theoretical maximum amount of product (1.0 means a 100% yield; for example, 0.34 means a 34% yield). (1) The reactants are [C:1]([O:5][C:6]([N:8]1[C:13]2[CH:14]=[C:15]([Cl:19])[CH:16]=[C:17]([Br:18])[C:12]=2[O:11][CH:10]([C:20]([OH:22])=O)[CH2:9]1)=[O:7])([CH3:4])([CH3:3])[CH3:2].CCN(C(C)C)C(C)C.CCN=C=NCCCN(C)C.C1C=CC2N(O)N=NC=2C=1.[F:53][C:54]1[CH:68]=[CH:67][C:57]([CH2:58][C:59]2([C:65]#[N:66])[CH2:64][CH2:63][NH:62][CH2:61][CH2:60]2)=[CH:56][CH:55]=1. The catalyst is CN(C=O)C.O. The product is [C:1]([O:5][C:6]([N:8]1[C:13]2[CH:14]=[C:15]([Cl:19])[CH:16]=[C:17]([Br:18])[C:12]=2[O:11][CH:10]([C:20]([N:62]2[CH2:63][CH2:64][C:59]([C:65]#[N:66])([CH2:58][C:57]3[CH:56]=[CH:55][C:54]([F:53])=[CH:68][CH:67]=3)[CH2:60][CH2:61]2)=[O:22])[CH2:9]1)=[O:7])([CH3:3])([CH3:4])[CH3:2]. The yield is 0.783. (2) The reactants are Cl[C:2]1[CH:3]=[CH:4][N:5]2[C:10]([C:11]=1[CH3:12])=[C:9]([CH:13]1[CH2:15][CH2:14]1)[CH:8]=[C:7]([C:16]([O:18][CH3:19])=[O:17])[C:6]2=[O:20].[CH3:21][N:22]1[C:30]2[C:25](=[CH:26][C:27](B(O)O)=[CH:28][CH:29]=2)[CH:24]=[N:23]1. No catalyst specified. The product is [CH3:21][N:22]1[C:30]2[C:25](=[CH:26][C:27]([C:2]3[CH:3]=[CH:4][N:5]4[C:10]([C:11]=3[CH3:12])=[C:9]([CH:13]3[CH2:15][CH2:14]3)[CH:8]=[C:7]([C:16]([O:18][CH3:19])=[O:17])[C:6]4=[O:20])=[CH:28][CH:29]=2)[CH:24]=[N:23]1. The yield is 0.950. (3) The reactants are [O:1]1[CH:5]=[CH:4][CH:3]=[C:2]1[C:6]1[N:10]([C:11]2[CH:16]=[CH:15][C:14]([O:17][CH3:18])=[CH:13][CH:12]=2)[N:9]=[C:8]([C:19]([O:21]C(C)(C)C)=[O:20])[CH:7]=1.FC(F)(F)C(O)=O. The catalyst is ClCCl. The product is [O:1]1[CH:5]=[CH:4][CH:3]=[C:2]1[C:6]1[N:10]([C:11]2[CH:12]=[CH:13][C:14]([O:17][CH3:18])=[CH:15][CH:16]=2)[N:9]=[C:8]([C:19]([OH:21])=[O:20])[CH:7]=1. The yield is 0.960. (4) The product is [CH3:1][C:2]1[CH:6]=[C:5]([CH2:7][NH:30][C:33](=[O:18])[O:39][C:35]([CH3:38])([CH3:37])[CH3:36])[O:4][N:3]=1. No catalyst specified. The yield is 0.100. The reactants are [CH3:1][C:2]1[CH:6]=[C:5]([CH2:7]C(O)=O)[O:4][N:3]=1.C1(P(N=[N+]=[N-])(C2C=CC=CC=2)=[O:18])C=CC=CC=1.C([N:30]([CH2:33]C)CC)C.[C:35]([OH:39])([CH3:38])([CH3:37])[CH3:36]. (5) The reactants are Cl.C[O:3][C:4](=[O:38])[C:5]1[CH:10]=[CH:9][C:8]([O:11][C:12]2[CH:17]=[CH:16][C:15]([CH2:18][C@H:19]([NH2:37])[C:20]3[N:21]([CH2:33][CH2:34][CH2:35][CH3:36])[CH:22]=[C:23]([C:25]4[CH:30]=[CH:29][C:28]([Cl:31])=[CH:27][C:26]=4[Cl:32])[N:24]=3)=[CH:14][CH:13]=2)=[CH:7][CH:6]=1.[CH3:39][O:40][C:41]1[CH:42]=[C:43]([CH2:51][C:52]([OH:54])=O)[CH:44]=[C:45]([O:49][CH3:50])[C:46]=1[O:47][CH3:48]. No catalyst specified. The product is [CH2:33]([N:21]1[CH:22]=[C:23]([C:25]2[CH:30]=[CH:29][C:28]([Cl:31])=[CH:27][C:26]=2[Cl:32])[N:24]=[C:20]1[C@@H:19]([NH:37][C:52](=[O:54])[CH2:51][C:43]1[CH:44]=[C:45]([O:49][CH3:50])[C:46]([O:47][CH3:48])=[C:41]([O:40][CH3:39])[CH:42]=1)[CH2:18][C:15]1[CH:16]=[CH:17][C:12]([O:11][C:8]2[CH:9]=[CH:10][C:5]([C:4]([OH:38])=[O:3])=[CH:6][CH:7]=2)=[CH:13][CH:14]=1)[CH2:34][CH2:35][CH3:36]. The yield is 0.620. (6) The reactants are [Cl:1][C:2]1[CH:3]=[C:4]([CH:32]=[CH:33][CH:34]=1)[C:5]([N:7]1[CH:11]=[C:10]2[CH:12]([N:15](C)[C:16](=O)OC(C)(C)C)[CH2:13][CH2:14][C:9]2=[C:8]1[C:24]1[CH:29]=[CH:28][C:27]([F:30])=[CH:26][C:25]=1[F:31])=[O:6].Cl.CO. No catalyst specified. The product is [Cl:1][C:2]1[CH:3]=[C:4]([C:5]([N:7]2[CH:11]=[C:10]3[CH:12]([NH:15][CH3:16])[CH2:13][CH2:14][C:9]3=[C:8]2[C:24]2[CH:29]=[CH:28][C:27]([F:30])=[CH:26][C:25]=2[F:31])=[O:6])[CH:32]=[CH:33][CH:34]=1. The yield is 0.420. (7) The reactants are C([O:4][CH2:5][C:6]1[C:7]([N:27]2[CH2:38][CH2:37][N:36]3[C:29](=[CH:30][C:31]4[CH2:32][C:33]([CH3:40])([CH3:39])[CH2:34][C:35]=43)[C:28]2=[O:41])=[N:8][CH:9]=[CH:10][C:11]=1[C:12]1[CH:17]=[C:16]([NH:18][C:19]2[CH:24]=[N:23][CH:22]=[CH:21][N:20]=2)[C:15](=[O:25])[N:14]([CH3:26])[CH:13]=1)(=O)C.[OH-].[Li+]. The catalyst is C(O)(C)C.C1COCC1.O. The product is [OH:4][CH2:5][C:6]1[C:7]([N:27]2[CH2:38][CH2:37][N:36]3[C:35]4[CH2:34][C:33]([CH3:39])([CH3:40])[CH2:32][C:31]=4[CH:30]=[C:29]3[C:28]2=[O:41])=[N:8][CH:9]=[CH:10][C:11]=1[C:12]1[CH:17]=[C:16]([NH:18][C:19]2[CH:24]=[N:23][CH:22]=[CH:21][N:20]=2)[C:15](=[O:25])[N:14]([CH3:26])[CH:13]=1. The yield is 0.350.